Dataset: Full USPTO retrosynthesis dataset with 1.9M reactions from patents (1976-2016). Task: Predict the reactants needed to synthesize the given product. (1) Given the product [CH2:1]([C@H:8]([NH:23][C:24](=[O:43])[C:25]1[CH:26]=[C:27]([N:37]2[CH2:41][CH2:40][CH2:39][C:38]2=[O:42])[CH:28]=[C:29]([O:84][CH:74]([CH3:75])[CH3:73])[CH:30]=1)[C@@H:9]([OH:22])[CH2:10][CH2:11][CH2:12][C:58](=[O:62])[NH:57][CH:55]1[CH2:54][C@H:50]2[CH2:51][CH:56]1[CH2:48][CH2:49]2)[C:2]1[CH:7]=[CH:6][CH:5]=[CH:4][CH:3]=1, predict the reactants needed to synthesize it. The reactants are: [CH2:1]([C@H:8]([NH:23][C:24](=[O:43])[C:25]1[CH:30]=[C:29](C2C=CC=CC=2)[CH:28]=[C:27]([N:37]2[CH2:41][CH2:40][CH2:39][C:38]2=[O:42])[CH:26]=1)[C@@H:9]([OH:22])[CH2:10][C@H:11](C(=O)NCCC(C)(C)C)[CH3:12])[C:2]1[CH:7]=[CH:6][CH:5]=[CH:4][CH:3]=1.C(O[C:48]1[CH:49]=[C:50]([CH:54]=[C:55]([N:57]2CCC[C:58]2=[O:62])[CH:56]=1)[C:51](O)=O)(C)C.C12CC(CC1)CC2NC(=O)[C@H](C)[CH2:73][C@H:74]([OH:84])[C@@H:75](N)CC1C=CC=CC=1. (2) Given the product [C:3]1([C@H:13]([NH:15][C@H:16]2[CH2:20][CH2:19][N:18]([C:22]3[CH:27]=[CH:26][C:25]([CH2:28][CH2:29][S:30]([CH2:33][CH2:34][C:35]4[CH:40]=[CH:39][C:38]([N:18]5[CH2:19][CH2:20][C@H:16]([NH:15][C@@H:13]([C:3]6[C:12]7[C:7](=[CH:8][CH:9]=[CH:10][CH:11]=7)[CH:6]=[CH:5][CH:4]=6)[CH3:14])[CH2:17]5)=[CH:37][CH:36]=4)(=[O:32])=[O:31])=[CH:24][CH:23]=3)[CH2:17]2)[CH3:14])[C:12]2[C:7](=[CH:8][CH:9]=[CH:10][CH:11]=2)[CH:6]=[CH:5][CH:4]=1, predict the reactants needed to synthesize it. The reactants are: Cl.Cl.[C:3]1([C@H:13]([NH:15][C@H:16]2[CH2:20][CH2:19][NH:18][CH2:17]2)[CH3:14])[C:12]2[C:7](=[CH:8][CH:9]=[CH:10][CH:11]=2)[CH:6]=[CH:5][CH:4]=1.F[C:22]1[CH:27]=[CH:26][C:25]([CH2:28][CH2:29][S:30]([CH2:33][CH2:34][C:35]2[CH:40]=[CH:39][C:38](F)=[CH:37][CH:36]=2)(=[O:32])=[O:31])=[CH:24][CH:23]=1.C(=O)([O-])[O-].[K+].[K+].O. (3) The reactants are: [C:1]([O:5][C:6]([N:8]1[CH2:12][CH2:11][C@H:10]([OH:13])[C@H:9]1[C:14](O)=[O:15])=[O:7])([CH3:4])([CH3:3])[CH3:2]. Given the product [OH:13][C@H:10]1[CH2:11][CH2:12][N:8]([C:6]([O:5][C:1]([CH3:2])([CH3:3])[CH3:4])=[O:7])[C@@H:9]1[CH2:14][OH:15], predict the reactants needed to synthesize it. (4) Given the product [CH:25]([O:28][C:29]1[CH:34]=[C:33]([C:56]2[CH:19]=[CH:4][C:5]3[N:6]([C:8]([C:11]4[CH:12]=[CH:13][C:14]([C:15]#[N:16])=[CH:17][CH:18]=4)=[CH:9][N:10]=3)[N:54]=2)[CH:32]=[CH:31][C:30]=1[C:44]([N:46]1[CH2:47][CH2:48][N:49]([CH3:52])[CH2:50][CH2:51]1)=[O:45])([CH3:26])[CH3:27], predict the reactants needed to synthesize it. The reactants are: ClC1N=[CH:4][C:5]2[N:6]([C:8]([C:11]3[CH:18]=[CH:17][C:14]([C:15]#[N:16])=[CH:13][CH:12]=3)=[CH:9][N:10]=2)C=1.[C:19]([O-])([O-])=O.[K+].[K+].[CH:25]([O:28][C:29]1[CH:34]=[C:33](B2OC(C)(C)C(C)(C)O2)[CH:32]=[CH:31][C:30]=1[C:44]([N:46]1[CH2:51][CH2:50][N:49]([CH3:52])[CH2:48][CH2:47]1)=[O:45])([CH3:27])[CH3:26].C[N:54]([CH:56]=O)C. (5) Given the product [F:37][C:29]1[C:30]([C:34](=[O:35])[NH:38][CH2:39][C:40]([OH:44])([C:45]2[CH:46]=[CH:47][CH:48]=[CH:49][CH:50]=2)[CH2:41][CH2:42][CH3:43])=[N:31][CH:32]=[CH:33][C:28]=1[S:27][C:24]1[S:23][C:22]([NH:21][C:18]2[N:19]=[CH:20][C:15]([NH:14][CH:11]3[CH2:12][CH2:13][N:8]([C:6]([O:5][C:1]([CH3:2])([CH3:3])[CH3:4])=[O:7])[CH2:9][CH2:10]3)=[CH:16][CH:17]=2)=[N:26][CH:25]=1, predict the reactants needed to synthesize it. The reactants are: [C:1]([O:5][C:6]([N:8]1[CH2:13][CH2:12][CH:11]([NH:14][C:15]2[CH:16]=[CH:17][C:18]([NH:21][C:22]3[S:23][C:24]([S:27][C:28]4[CH:33]=[CH:32][N:31]=[C:30]([C:34](O)=[O:35])[C:29]=4[F:37])=[CH:25][N:26]=3)=[N:19][CH:20]=2)[CH2:10][CH2:9]1)=[O:7])([CH3:4])([CH3:3])[CH3:2].[NH2:38][CH2:39][C:40]([C:45]1[CH:50]=[CH:49][CH:48]=[CH:47][CH:46]=1)([OH:44])[CH2:41][CH2:42][CH3:43].CCN=C=NCCCN(C)C.C1C=CC2N(O)N=NC=2C=1.CCN(C(C)C)C(C)C. (6) Given the product [CH3:1][O:2][C:3]1[N:8]=[C:7]([CH2:9][OH:10])[CH:6]=[CH:5][CH:4]=1, predict the reactants needed to synthesize it. The reactants are: [CH3:1][O:2][C:3]1[N:8]=[C:7]([C:9](OC)=[O:10])[CH:6]=[CH:5][CH:4]=1.[BH4-].[Na+].